Dataset: Catalyst prediction with 721,799 reactions and 888 catalyst types from USPTO. Task: Predict which catalyst facilitates the given reaction. (1) The catalyst class is: 564. Product: [F:39][C:30]1[CH:31]=[C:32]([CH:38]=[C:28]([C:24]2[CH2:25][CH2:26][CH2:27][C:23]=2[C:14]2[C:9]([O:8][CH2:7][C:1]3[CH:6]=[CH:5][CH:4]=[CH:3][CH:2]=3)=[N:10][CH:11]=[C:12]([C:18]([F:21])([F:20])[F:19])[CH:13]=2)[CH:29]=1)[C:33]([O:35][CH2:36][CH3:37])=[O:34]. Reactant: [C:1]1([CH2:7][O:8][C:9]2[C:14](B(O)O)=[CH:13][C:12]([C:18]([F:21])([F:20])[F:19])=[CH:11][N:10]=2)[CH:6]=[CH:5][CH:4]=[CH:3][CH:2]=1.Br[C:23]1[CH2:27][CH2:26][CH2:25][C:24]=1[C:28]1[CH:29]=[C:30]([F:39])[CH:31]=[C:32]([CH:38]=1)[C:33]([O:35][CH2:36][CH3:37])=[O:34].C(=O)([O-])[O-].[Na+].[Na+]. (2) Reactant: [Cl:1][C:2]1[CH:3]=[CH:4][C:5]([O:8][CH:9]2[CH2:14][CH2:13][N:12](C(OC(C)(C)C)=O)[CH2:11][CH2:10]2)=[N:6][CH:7]=1.Cl. Product: [ClH:1].[Cl:1][C:2]1[CH:3]=[CH:4][C:5]([O:8][CH:9]2[CH2:14][CH2:13][NH:12][CH2:11][CH2:10]2)=[N:6][CH:7]=1. The catalyst class is: 12.